Dataset: Peptide-MHC class II binding affinity with 134,281 pairs from IEDB. Task: Regression. Given a peptide amino acid sequence and an MHC pseudo amino acid sequence, predict their binding affinity value. This is MHC class II binding data. (1) The binding affinity (normalized) is 0.432. The MHC is DRB1_1001 with pseudo-sequence DRB1_1001. The peptide sequence is EKRYFAATQFEPLAA. (2) The peptide sequence is AGILARWSSFKKNGA. The MHC is DRB1_1501 with pseudo-sequence DRB1_1501. The binding affinity (normalized) is 0.890. (3) The peptide sequence is AAVDKDAVIVAAAGN. The MHC is HLA-DPA10201-DPB11401 with pseudo-sequence HLA-DPA10201-DPB11401. The binding affinity (normalized) is 0.398. (4) The peptide sequence is GEALSTLVLNRLKVG. The MHC is DRB4_0101 with pseudo-sequence DRB4_0103. The binding affinity (normalized) is 0.359. (5) The peptide sequence is VALFAVFLGSAHGIP. The MHC is HLA-DPA10201-DPB10501 with pseudo-sequence HLA-DPA10201-DPB10501. The binding affinity (normalized) is 0.126. (6) The peptide sequence is LTLPWQSGSGGVWRE. The binding affinity (normalized) is 0. The MHC is H-2-IAd with pseudo-sequence H-2-IAd. (7) The binding affinity (normalized) is 0.609. The peptide sequence is SYRLRFSKRDARRER. The MHC is DRB1_0405 with pseudo-sequence DRB1_0405. (8) The peptide sequence is GDVFVIREPFISCSH. The MHC is DRB1_0901 with pseudo-sequence DRB1_0901. The binding affinity (normalized) is 0.390.